This data is from Reaction yield outcomes from USPTO patents with 853,638 reactions. The task is: Predict the reaction yield, written as a fraction of the theoretical maximum amount of product (1.0 means a 100% yield; for example, 0.34 means a 34% yield). (1) The reactants are [CH3:1][C:2]([C:4]1[CH:9]=[CH:8][C:7]([N+:10]([O-:12])=O)=[CH:6][CH:5]=1)=O.S([CH2:23][N+:24]#[C-])(C1C=CC(C)=CC=1)(=O)=O.CC(C)([O-])C.[K+].[OH2:32]. The catalyst is COCCOCCOC. The product is [N+:10]([C:7]1[CH:6]=[CH:5][C:4]([CH:2]([CH3:1])[C:23]#[N:24])=[CH:9][CH:8]=1)([O-:12])=[O:32]. The yield is 0.770. (2) The reactants are ClC(OC1C=CC([N+]([O-])=O)=CC=1)=[O:3].[NH2:14][O:15][CH2:16][C:17]([O:19][C:20]([CH3:23])([CH3:22])[CH3:21])=[O:18].[CH2:24]([N:26]([CH2:29]C)CC)[CH3:25]. The catalyst is ClCCl. The product is [CH2:24]([NH:26][C:29](=[O:3])[NH:14][O:15][CH2:16][C:17]([O:19][C:20]([CH3:23])([CH3:22])[CH3:21])=[O:18])[CH3:25]. The yield is 0.970. (3) The reactants are Cl[C:2]1[N:10]2[C:6](=[N:7][C:8]3[CH:14]=[CH:13][CH:12]=[CH:11][C:9]=32)[C:5]([C:15]#[N:16])=[C:4]([CH3:17])[C:3]=1[CH2:18][CH2:19][CH2:20][CH2:21][CH2:22][CH3:23].[CH3:24][N:25]1[CH2:31][CH2:30][CH2:29][NH:28][CH2:27][CH2:26]1.C(N(CC)CC)C. The catalyst is CN(C)C=O. The product is [CH2:18]([C:3]1[C:4]([CH3:17])=[C:5]([C:15]#[N:16])[C:6]2[N:10]([C:2]=1[N:28]1[CH2:29][CH2:30][CH2:31][N:25]([CH3:24])[CH2:26][CH2:27]1)[C:9]1[CH:11]=[CH:12][CH:13]=[CH:14][C:8]=1[N:7]=2)[CH2:19][CH2:20][CH2:21][CH2:22][CH3:23]. The yield is 0.0600. (4) The reactants are C(NC(C)C)(C)C.C([Li])CCC.CN(C)CCN(C)C.Cl[CH2:22][CH2:23][N:24]1[CH2:29][CH2:28][CH2:27][CH:26]([C:30]([O:32][CH2:33][CH3:34])=[O:31])[CH2:25]1. The catalyst is O1CCCC1.CC(=O)OCC. The product is [N:24]12[CH2:25][C:26]([C:30]([O:32][CH2:33][CH3:34])=[O:31])([CH2:22][CH2:23]1)[CH2:27][CH2:28][CH2:29]2. The yield is 0.600. (5) The reactants are [NH2:1][C:2]1[CH:3]=[C:4]([CH:8]([NH:48][C:49](=[O:55])[O:50][C:51]([CH3:54])([CH3:53])[CH3:52])[CH2:9][N:10]2[C:15](=[O:16])[C:14]3[C:17]4([O:33][CH2:34][C:13]=3[N:12]([CH2:35][C:36]3[C:41]([C:42]([F:45])([F:44])[F:43])=[CH:40][CH:39]=[CH:38][C:37]=3[F:46])[C:11]2=[O:47])[CH2:22][CH2:21][N:20]([CH2:23][C:24]2[O:25][C:26]([C:29]([F:32])([F:31])[F:30])=[CH:27][CH:28]=2)[CH2:19][CH2:18]4)[CH:5]=[CH:6][CH:7]=1.Br[CH2:57][CH2:58][CH2:59][C:60]([O:62][CH2:63][CH3:64])=[O:61].C(N(C(C)C)CC)(C)C.[Cl-].[NH4+]. The catalyst is C(#N)C. The product is [C:51]([O:50][C:49]([NH:48][CH:8]([C:4]1[CH:3]=[C:2]([NH:1][CH2:57][CH2:58][CH2:59][C:60]([O:62][CH2:63][CH3:64])=[O:61])[CH:7]=[CH:6][CH:5]=1)[CH2:9][N:10]1[C:15](=[O:16])[C:14]2[C:17]3([O:33][CH2:34][C:13]=2[N:12]([CH2:35][C:36]2[C:41]([C:42]([F:45])([F:44])[F:43])=[CH:40][CH:39]=[CH:38][C:37]=2[F:46])[C:11]1=[O:47])[CH2:22][CH2:21][N:20]([CH2:23][C:24]1[O:25][C:26]([C:29]([F:30])([F:31])[F:32])=[CH:27][CH:28]=1)[CH2:19][CH2:18]3)=[O:55])([CH3:52])([CH3:54])[CH3:53]. The yield is 0.290. (6) The product is [CH3:26][S:27]([O:1][CH2:2][C:3]1[CH:4]=[CH:5][CH:6]=[C:7]([NH:9][C:10]([O:11][C:12]([CH3:13])([CH3:15])[CH3:14])=[O:16])[N:8]=1)(=[O:29])=[O:28]. The reactants are [OH:1][CH2:2][C:3]1[N:8]=[C:7]([NH:9][C:10](=[O:16])[O:11][C:12]([CH3:15])([CH3:14])[CH3:13])[CH:6]=[CH:5][CH:4]=1.CCN(C(C)C)C(C)C.[CH3:26][S:27](Cl)(=[O:29])=[O:28]. The yield is 1.00. The catalyst is C(#N)C. (7) The reactants are [N+:1]([C:4]1[CH:5]=[C:6]([C:14]([O:16]C)=O)[CH:7]=[C:8]([CH:13]=1)[C:9]([O:11]C)=O)([O-:3])=[O:2].[NH2:18][CH2:19][CH:20]([OH:23])[CH2:21][OH:22]. The catalyst is CO. The product is [N+:1]([C:4]1[CH:13]=[C:8]([C:9]([NH:18][CH2:19][CH:20]([OH:23])[CH2:21][OH:22])=[O:11])[CH:7]=[C:6]([CH:5]=1)[C:14]([NH:18][CH2:19][CH:20]([OH:23])[CH2:21][OH:22])=[O:16])([O-:3])=[O:2]. The yield is 0.840. (8) No catalyst specified. The reactants are NC(C1C=CC2C(=CC=C(O[C@H]3CC[C@H](C(F)(F)F)CC3)C=2)C=1)(C)CCC(O)=O.C(O)(C(F)(F)F)=O.[N+:37]([C:40]([C:47]1[CH:56]=[CH:55][C:54]2[C:49](=[CH:50][CH:51]=[C:52]([O:61][C@H:62]3[CH2:67][CH2:66][C@H:65]([C:68]([F:71])([F:70])[F:69])[CH2:64][CH2:63]3)[C:53]=2[C:57]([F:60])([F:59])[F:58])[CH:48]=1)([CH3:46])[CH2:41][CH2:42][C:43]([OH:45])=[O:44])([O-])=O. The yield is 0.560. The product is [NH2:37][C:40]([C:47]1[CH:56]=[CH:55][C:54]2[C:49](=[CH:50][CH:51]=[C:52]([O:61][C@H:62]3[CH2:63][CH2:64][C@H:65]([C:68]([F:69])([F:70])[F:71])[CH2:66][CH2:67]3)[C:53]=2[C:57]([F:59])([F:60])[F:58])[CH:48]=1)([CH3:46])[CH2:41][CH2:42][C:43]([OH:45])=[O:44]. (9) The reactants are [O-]S([O-])(=O)=O.[Mg+2].[Cl:7][C:8]1[C:9]([C:30]([F:33])([F:32])[F:31])=[CH:10][C:11]2[N:15]=[C:14]([CH2:16][CH2:17][CH2:18][CH:19]=O)[N:13]([CH2:21][O:22][CH2:23][CH2:24][Si:25]([CH3:28])([CH3:27])[CH3:26])[C:12]=2[CH:29]=1.[CH3:34][C:35]1([CH3:61])[O:39][C@@H:38]2[C@@H:40]([CH2:56][NH:57][CH:58]([CH3:60])[CH3:59])[CH2:41][C@@H:42]([N:43]3[C:47]4[N:48]=[CH:49][N:50]=[C:51]([NH:52][CH:53]5[CH2:55][CH2:54]5)[C:46]=4[CH:45]=[CH:44]3)[C@@H:37]2[O:36]1.C([O-])(O)=O.[Na+]. The catalyst is ClCCCl.[Cl-].[Na+].O. The product is [Cl:7][C:8]1[C:9]([C:30]([F:33])([F:31])[F:32])=[CH:10][C:11]2[N:15]=[C:14]([CH2:16][CH2:17][CH2:18][CH2:19][N:57]([CH2:56][C@@H:40]3[C@H:38]4[O:39][C:35]([CH3:61])([CH3:34])[O:36][C@H:37]4[C@H:42]([N:43]4[C:47]5[N:48]=[CH:49][N:50]=[C:51]([NH:52][CH:53]6[CH2:55][CH2:54]6)[C:46]=5[CH:45]=[CH:44]4)[CH2:41]3)[CH:58]([CH3:59])[CH3:60])[N:13]([CH2:21][O:22][CH2:23][CH2:24][Si:25]([CH3:27])([CH3:26])[CH3:28])[C:12]=2[CH:29]=1. The yield is 0.420.